From a dataset of Full USPTO retrosynthesis dataset with 1.9M reactions from patents (1976-2016). Predict the reactants needed to synthesize the given product. Given the product [CH2:1]([N:3]1[C:11](=[O:12])[CH:10]([CH2:13][C:14]2[CH:15]=[CH:16][CH:17]=[CH:18][CH:19]=2)[CH2:9][C@H:4]1[C:5]([OH:7])=[O:6])[CH3:2], predict the reactants needed to synthesize it. The reactants are: [CH2:1]([N:3]1[C:11](=[O:12])[CH:10]([CH2:13][C:14]2[CH:19]=[CH:18][CH:17]=[CH:16][CH:15]=2)[CH2:9][C@H:4]1[C:5]([O:7]C)=[O:6])[CH3:2].[OH-].[Na+].